From a dataset of Reaction yield outcomes from USPTO patents with 853,638 reactions. Predict the reaction yield, written as a fraction of the theoretical maximum amount of product (1.0 means a 100% yield; for example, 0.34 means a 34% yield). (1) The reactants are [CH2:1]([CH:4]1[CH2:9][CH2:8][CH:7]([CH:10]2[CH2:15][O:14][CH:13]([C:16]3[CH:21]=[CH:20][C:19](/[CH:22]=[CH:23]/[C:24]([OH:26])=[O:25])=[CH:18][CH:17]=3)[O:12][CH2:11]2)[CH2:6][CH2:5]1)[CH2:2][CH3:3].Cl.CN(C)CCCN=C=NCC.C(Cl)Cl.[CH:42]12[CH2:48][CH:45]([CH:46]=[CH:47]1)[CH2:44][CH:43]2[CH2:49]O. The catalyst is O. The product is [CH2:1]([CH:4]1[CH2:5][CH2:6][CH:7]([CH:10]2[CH2:11][O:12][CH:13]([C:16]3[CH:17]=[CH:18][C:19](/[CH:22]=[CH:23]/[C:24]([O:26][CH2:49][CH:43]4[CH2:44][CH:45]5[CH2:48][CH:42]4[CH:47]=[CH:46]5)=[O:25])=[CH:20][CH:21]=3)[O:14][CH2:15]2)[CH2:8][CH2:9]1)[CH2:2][CH3:3]. The yield is 0.520. (2) The reactants are [CH3:1][C:2]([CH3:9])([CH3:8])[C:3](=O)[CH2:4][C:5]#[N:6].[NH:10]([C:12]1[CH:20]=[CH:19][C:15]([C:16]([OH:18])=[O:17])=[CH:14][CH:13]=1)[NH2:11].C(O)(=O)C. The catalyst is CCO.C1COCC1. The product is [NH2:6][C:5]1[N:10]([C:12]2[CH:13]=[CH:14][C:15]([C:16]([OH:18])=[O:17])=[CH:19][CH:20]=2)[N:11]=[C:3]([C:2]([CH3:9])([CH3:8])[CH3:1])[CH:4]=1. The yield is 0.990. (3) The reactants are [C:1]([C:3]1[CH:16]=[CH:15][C:6]([CH:7]=[C:8]2[NH:12][C:11](=[O:13])[NH:10][C:9]2=[O:14])=[CH:5][CH:4]=1)#[N:2].[ClH:17].[H][H]. The catalyst is [C].[Pd].O. The product is [ClH:17].[NH2:2][CH2:1][C:3]1[CH:4]=[CH:5][C:6]([CH2:7][CH:8]2[NH:12][C:11](=[O:13])[NH:10][C:9]2=[O:14])=[CH:15][CH:16]=1. The yield is 0.698. (4) The reactants are [H-].[Na+].[C:3]([O:7][C:8]([NH:10][C@@H:11]([CH2:15][OH:16])[C:12]([OH:14])=[O:13])=[O:9])([CH3:6])([CH3:5])[CH3:4].F[C:18]1[C:27]([N+:28]([O-:30])=[O:29])=[CH:26][CH:25]=[CH:24][C:19]=1[C:20]([O:22][CH3:23])=[O:21]. The catalyst is CN(C=O)C. The product is [CH3:23][O:22][C:20](=[O:21])[C:19]1[CH:24]=[CH:25][CH:26]=[C:27]([N+:28]([O-:30])=[O:29])[C:18]=1[O:16][CH2:15][C@H:11]([NH:10][C:8]([O:7][C:3]([CH3:6])([CH3:5])[CH3:4])=[O:9])[C:12]([OH:14])=[O:13]. The yield is 0.500. (5) The reactants are [Cl:1][C:2]1[CH:11]=[CH:10][C:5]([C:6]([O:8]C)=O)=[C:4]([CH2:12]Cl)[N:3]=1.[CH2:14]([NH2:23])[C:15]1[CH:22]=[CH:21][C:18]([O:19][CH3:20])=[CH:17][CH:16]=1. The catalyst is C1COCC1. The product is [Cl:1][C:2]1[N:3]=[C:4]2[CH2:12][N:23]([CH2:14][C:15]3[CH:22]=[CH:21][C:18]([O:19][CH3:20])=[CH:17][CH:16]=3)[C:6](=[O:8])[C:5]2=[CH:10][CH:11]=1. The yield is 0.670. (6) The reactants are [CH2:1]([O:3][C@@H:4]([CH2:8][C:9]1[CH:14]=[CH:13][C:12]([C:15]2[S:19][C:18]([NH:20][CH3:21])=[N:17][CH:16]=2)=[CH:11][CH:10]=1)[C:5]([OH:7])=[O:6])[CH3:2].[OH-].[Na+].[CH3:24]O. The catalyst is S(=O)(=O)(O)O.O. The product is [CH2:1]([O:3][C@@H:4]([CH2:8][C:9]1[CH:10]=[CH:11][C:12]([C:15]2[S:19][C:18]([NH:20][CH3:21])=[N:17][CH:16]=2)=[CH:13][CH:14]=1)[C:5]([O:7][CH3:24])=[O:6])[CH3:2]. The yield is 0.670.